The task is: Regression. Given a peptide amino acid sequence and an MHC pseudo amino acid sequence, predict their binding affinity value. This is MHC class II binding data.. This data is from Peptide-MHC class II binding affinity with 134,281 pairs from IEDB. (1) The peptide sequence is LNKMRAVWVDGKART. The MHC is DRB1_0401 with pseudo-sequence DRB1_0401. The binding affinity (normalized) is 0.294. (2) The peptide sequence is GWSSLGREYAAVAEE. The MHC is DRB3_0101 with pseudo-sequence DRB3_0101. The binding affinity (normalized) is 0.256. (3) The peptide sequence is CLKPVILTDGPERVI. The MHC is DRB4_0101 with pseudo-sequence DRB4_0103. The binding affinity (normalized) is 0.344. (4) The peptide sequence is EHGSDEWVAMTKGEGGVWTF. The MHC is HLA-DPA10201-DPB10501 with pseudo-sequence HLA-DPA10201-DPB10501. The binding affinity (normalized) is 0.353. (5) The peptide sequence is EKKYFAATCFEPLAA. The MHC is HLA-DQA10401-DQB10402 with pseudo-sequence HLA-DQA10401-DQB10402. The binding affinity (normalized) is 0.569. (6) The peptide sequence is IEKIRPLLIEGTASL. The MHC is DRB5_0101 with pseudo-sequence DRB5_0101. The binding affinity (normalized) is 0.284.